The task is: Binary Classification. Given a drug SMILES string, predict its activity (active/inactive) in a high-throughput screening assay against a specified biological target.. This data is from Tyrosyl-DNA phosphodiesterase HTS with 341,365 compounds. (1) The result is 0 (inactive). The drug is Clc1c(C2NC(=O)N(C(=C2C(OCc2ccccc2)=O)C)C)cccc1. (2) The molecule is Fc1ccc(C2N(N=C3C2CCCc2c3cccc2)C)cc1. The result is 0 (inactive). (3) The drug is S1CC(Oc2ccc(cc2)/C=N\NC(=O)c2ccccc2)C1. The result is 0 (inactive).